Predict the reaction yield, written as a fraction of the theoretical maximum amount of product (1.0 means a 100% yield; for example, 0.34 means a 34% yield). From a dataset of Reaction yield outcomes from USPTO patents with 853,638 reactions. (1) The catalyst is C1(C)C=CC=CC=1. The reactants are [C:1]([O:10]C)(=O)[C:2]1[C:3](=[CH:5][CH:6]=[CH:7][CH:8]=1)[SH:4].[C:12]([C:14]1[CH:19]=[C:18]([C:20]2[CH:25]=[CH:24][CH:23]=[CH:22][CH:21]=2)[CH:17]=[CH:16][N:15]=1)#[N:13].C(N(CC)CC)C. The yield is 0.530. The product is [C:20]1([C:18]2[CH:17]=[CH:16][N:15]=[C:14]([C:12]3[S:4][C:3]4[CH:5]=[CH:6][CH:7]=[CH:8][C:2]=4[C:1](=[O:10])[N:13]=3)[CH:19]=2)[CH:21]=[CH:22][CH:23]=[CH:24][CH:25]=1. (2) The product is [ClH:1].[CH2:6]([C:5]1[N:9]=[C:12]([NH2:13])[NH:11][CH:4]=1)[C:7]#[CH:8]. The reactants are [ClH:1].CO[C:4](=O)[CH:5]([NH2:9])[CH2:6][C:7]#[CH:8].[N:11]#[C:12][NH2:13]. No catalyst specified. The yield is 0.590. (3) The catalyst is O.C1C=CC([P]([Pd]([P](C2C=CC=CC=2)(C2C=CC=CC=2)C2C=CC=CC=2)([P](C2C=CC=CC=2)(C2C=CC=CC=2)C2C=CC=CC=2)[P](C2C=CC=CC=2)(C2C=CC=CC=2)C2C=CC=CC=2)(C2C=CC=CC=2)C2C=CC=CC=2)=CC=1. The product is [Br:27][C:28]1[N:33]=[CH:32][C:31]2[C:34]([C:9]3[CH:10]=[N:11][N:12]([CH2:14][C:15]([O:17][CH2:18][CH3:19])=[O:16])[CH:13]=3)=[CH:35][N:36]([CH:37]([CH3:39])[CH3:38])[C:30]=2[CH:29]=1. The reactants are CC1(C)C(C)(C)OB([C:9]2[CH:10]=[N:11][N:12]([CH2:14][C:15]([O:17][CH2:18][CH3:19])=[O:16])[CH:13]=2)O1.C(=O)([O-])[O-].[Na+].[Na+].[Br:27][C:28]1[N:33]=[CH:32][C:31]2[C:34](I)=[CH:35][N:36]([CH:37]([CH3:39])[CH3:38])[C:30]=2[CH:29]=1.C(#N)C. The yield is 0.230. (4) The reactants are C(Cl)(=O)C(Cl)=O.CS(C)=O.[F:11][C:12]([F:55])([F:54])[C:13]1[CH:14]=[C:15]([C:23]([CH3:53])([CH3:52])[C:24]([N:26]([CH3:51])[C:27]2[C:28]([C:44]3[CH:49]=[CH:48][CH:47]=[CH:46][C:45]=3[CH3:50])=[CH:29][C:30]([N:33]3[CH2:37][C@H:36]([OH:38])[CH2:35][C@H:34]3[CH2:39][O:40][C:41](=[O:43])[CH3:42])=[N:31][CH:32]=2)=[O:25])[CH:16]=[C:17]([C:19]([F:22])([F:21])[F:20])[CH:18]=1.C(N(CC)C(C)C)(C)C. The catalyst is ClCCl.COC(C)(C)C. The product is [F:22][C:19]([F:20])([F:21])[C:17]1[CH:16]=[C:15]([C:23]([CH3:52])([CH3:53])[C:24]([N:26]([CH3:51])[C:27]2[C:28]([C:44]3[CH:49]=[CH:48][CH:47]=[CH:46][C:45]=3[CH3:50])=[CH:29][C:30]([N:33]3[CH2:37][C:36](=[O:38])[CH2:35][C@H:34]3[CH2:39][O:40][C:41](=[O:43])[CH3:42])=[N:31][CH:32]=2)=[O:25])[CH:14]=[C:13]([C:12]([F:55])([F:54])[F:11])[CH:18]=1. The yield is 0.940. (5) The reactants are C(O[C:6]([N:8]1[CH2:13][CH2:12][NH:11][CH2:10][CH2:9]1)=[O:7])(C)(C)C.[N+](C1C=CC(OC(=O)[NH:25][C:26]2[CH:31]=[CH:30][C:29]([CH:32]([CH3:34])[CH3:33])=[CH:28][CH:27]=2)=CC=1)([O-])=O. The catalyst is CC#N. The product is [CH:32]([C:29]1[CH:30]=[CH:31][C:26]([NH:25][C:6]([N:8]2[CH2:9][CH2:10][NH:11][CH2:12][CH2:13]2)=[O:7])=[CH:27][CH:28]=1)([CH3:34])[CH3:33]. The yield is 0.510.